This data is from Reaction yield outcomes from USPTO patents with 853,638 reactions. The task is: Predict the reaction yield, written as a fraction of the theoretical maximum amount of product (1.0 means a 100% yield; for example, 0.34 means a 34% yield). The reactants are [CH2:1]([O:3][C:4](=[O:20])[CH2:5][C@@H:6]([N:10]1[C:14]2[CH:15]=[CH:16][CH:17]=[CH:18][C:13]=2[NH:12][C:11]1=[O:19])[CH2:7][CH2:8][CH3:9])[CH3:2].[I-].[CH3:22][N:23]1[C:31]2[C:26](=[C:27]([CH3:32])[CH:28]=[CH:29][CH:30]=2)[C:25]([CH2:33]CN(C)C)=[CH:24]1.C([O-])([O-])=O.[K+].[K+].O. The catalyst is CN(C=O)C. The product is [CH2:1]([O:3][C:4](=[O:20])[CH2:5][C@@H:6]([N:10]1[C:14]2[CH:15]=[CH:16][CH:17]=[CH:18][C:13]=2[N:12]([CH2:33][C:25]2[C:26]3[C:31](=[CH:30][CH:29]=[CH:28][C:27]=3[CH3:32])[N:23]([CH3:22])[CH:24]=2)[C:11]1=[O:19])[CH2:7][CH2:8][CH3:9])[CH3:2]. The yield is 0.670.